This data is from Forward reaction prediction with 1.9M reactions from USPTO patents (1976-2016). The task is: Predict the product of the given reaction. (1) Given the reactants Cl[C:2]1[N:6]([C:7]2[CH:12]=[CH:11][C:10]([S:13]([CH3:16])(=[O:15])=[O:14])=[CH:9][CH:8]=2)[N:5]=[C:4]([C:17]([F:20])([F:19])[F:18])[C:3]=1[C:21]#[N:22].[NH:23]1[CH2:29][CH2:28][CH2:27][CH2:26][CH2:25][CH2:24]1.[F-].[K+].O, predict the reaction product. The product is: [N:23]1([C:2]2[N:6]([C:7]3[CH:12]=[CH:11][C:10]([S:13]([CH3:16])(=[O:15])=[O:14])=[CH:9][CH:8]=3)[N:5]=[C:4]([C:17]([F:20])([F:19])[F:18])[C:3]=2[C:21]#[N:22])[CH2:29][CH2:28][CH2:27][CH2:26][CH2:25][CH2:24]1. (2) Given the reactants C([Li])CCC.[CH3:6][C:7]([O:11][C:12]1[CH:17]=[CH:16][C:15]([C:18]([F:21])([F:20])[F:19])=[CH:14][CH:13]=1)([C:9]#[CH:10])[CH3:8].Cl[C:23]([O:25][CH2:26][CH3:27])=[O:24].[Cl-].[NH4+], predict the reaction product. The product is: [CH3:8][C:7]([O:11][C:12]1[CH:17]=[CH:16][C:15]([C:18]([F:20])([F:19])[F:21])=[CH:14][CH:13]=1)([CH3:6])[C:9]#[C:10][C:23]([O:25][CH2:26][CH3:27])=[O:24]. (3) Given the reactants [Cl:1][C:2]1[N:7]=[C:6]2[C:8](I)=[N:9][N:10]([CH3:11])[C:5]2=[CH:4][CH:3]=1.Cl[C:14]1[CH:15]=CC2[C:18](=[C:20](I)[N:21]([CH3:23])N=2)[N:19]=1.CN1CCNCC1.N1CCC[C@H]1C(O)=O, predict the reaction product. The product is: [Cl:1][C:2]1[N:7]=[C:6]2[C:8]([N:19]3[CH2:14][CH2:15][N:21]([CH3:23])[CH2:20][CH2:18]3)=[N:9][N:10]([CH3:11])[C:5]2=[CH:4][CH:3]=1. (4) Given the reactants [H-].C([Al+]CC(C)C)C(C)C.[Li+].[H-].[CH:13]([OH:16])([CH3:15])[CH3:14].[CH3:17][CH2:18][CH2:19][CH2:20][CH2:21][CH3:22], predict the reaction product. The product is: [CH2:19]([C@@H:20]1[CH2:21][CH2:22][CH2:15][C@H:13]([OH:16])[CH2:14]1)[CH:18]=[CH2:17]. (5) Given the reactants [F:1][C:2]1[CH:7]=[C:6]([S:8][CH3:9])[CH:5]=[CH:4][C:3]=1B(O)O.Br[C:14]1[N:19]=[CH:18][C:17]([O:20][CH2:21][CH:22]2[CH2:27][CH2:26][N:25]([C:28]([O:30][CH:31]([CH3:33])[CH3:32])=[O:29])[CH2:24][CH2:23]2)=[CH:16][CH:15]=1.C([O-])([O-])=O.[Na+].[Na+].O, predict the reaction product. The product is: [F:1][C:2]1[CH:7]=[C:6]([S:8][CH3:9])[CH:5]=[CH:4][C:3]=1[C:14]1[N:19]=[CH:18][C:17]([O:20][CH2:21][CH:22]2[CH2:23][CH2:24][N:25]([C:28]([O:30][CH:31]([CH3:33])[CH3:32])=[O:29])[CH2:26][CH2:27]2)=[CH:16][CH:15]=1.